From a dataset of NCI-60 drug combinations with 297,098 pairs across 59 cell lines. Regression. Given two drug SMILES strings and cell line genomic features, predict the synergy score measuring deviation from expected non-interaction effect. (1) Drug 1: C(CN)CNCCSP(=O)(O)O. Drug 2: CC1CCCC2(C(O2)CC(NC(=O)CC(C(C(=O)C(C1O)C)(C)C)O)C(=CC3=CSC(=N3)C)C)C. Cell line: NCI-H322M. Synergy scores: CSS=38.4, Synergy_ZIP=1.01, Synergy_Bliss=-0.560, Synergy_Loewe=-28.5, Synergy_HSA=-0.100. (2) Drug 1: CC12CCC(CC1=CCC3C2CCC4(C3CC=C4C5=CN=CC=C5)C)O. Drug 2: CN1C2=C(C=C(C=C2)N(CCCl)CCCl)N=C1CCCC(=O)O.Cl. Cell line: UACC-257. Synergy scores: CSS=4.41, Synergy_ZIP=0.433, Synergy_Bliss=4.06, Synergy_Loewe=-3.72, Synergy_HSA=0.653. (3) Cell line: OVCAR3. Drug 1: C1CNP(=O)(OC1)N(CCCl)CCCl. Drug 2: CCC1(C2=C(COC1=O)C(=O)N3CC4=CC5=C(C=CC(=C5CN(C)C)O)N=C4C3=C2)O.Cl. Synergy scores: CSS=15.2, Synergy_ZIP=-18.7, Synergy_Bliss=-30.6, Synergy_Loewe=-70.0, Synergy_HSA=-18.9. (4) Drug 1: CC1=C2C(C(=O)C3(C(CC4C(C3C(C(C2(C)C)(CC1OC(=O)C(C(C5=CC=CC=C5)NC(=O)OC(C)(C)C)O)O)OC(=O)C6=CC=CC=C6)(CO4)OC(=O)C)OC)C)OC. Drug 2: CC1CCCC2(C(O2)CC(NC(=O)CC(C(C(=O)C(C1O)C)(C)C)O)C(=CC3=CSC(=N3)C)C)C. Cell line: HOP-92. Synergy scores: CSS=23.6, Synergy_ZIP=-0.271, Synergy_Bliss=-1.94, Synergy_Loewe=-4.32, Synergy_HSA=-2.26. (5) Drug 1: CCC(=C(C1=CC=CC=C1)C2=CC=C(C=C2)OCCN(C)C)C3=CC=CC=C3.C(C(=O)O)C(CC(=O)O)(C(=O)O)O. Drug 2: CNC(=O)C1=NC=CC(=C1)OC2=CC=C(C=C2)NC(=O)NC3=CC(=C(C=C3)Cl)C(F)(F)F. Cell line: MDA-MB-435. Synergy scores: CSS=1.11, Synergy_ZIP=5.14, Synergy_Bliss=-0.839, Synergy_Loewe=0.394, Synergy_HSA=-0.602. (6) Drug 1: CCCCC(=O)OCC(=O)C1(CC(C2=C(C1)C(=C3C(=C2O)C(=O)C4=C(C3=O)C=CC=C4OC)O)OC5CC(C(C(O5)C)O)NC(=O)C(F)(F)F)O. Drug 2: CC12CCC3C(C1CCC2OP(=O)(O)O)CCC4=C3C=CC(=C4)OC(=O)N(CCCl)CCCl.[Na+]. Cell line: U251. Synergy scores: CSS=51.6, Synergy_ZIP=1.39, Synergy_Bliss=-1.90, Synergy_Loewe=-24.1, Synergy_HSA=-1.07. (7) Drug 1: COC1=CC(=CC(=C1O)OC)C2C3C(COC3=O)C(C4=CC5=C(C=C24)OCO5)OC6C(C(C7C(O6)COC(O7)C8=CC=CS8)O)O. Drug 2: C#CCC(CC1=CN=C2C(=N1)C(=NC(=N2)N)N)C3=CC=C(C=C3)C(=O)NC(CCC(=O)O)C(=O)O. Cell line: PC-3. Synergy scores: CSS=43.3, Synergy_ZIP=-7.10, Synergy_Bliss=-7.36, Synergy_Loewe=-9.88, Synergy_HSA=-5.28. (8) Drug 1: CN(CC1=CN=C2C(=N1)C(=NC(=N2)N)N)C3=CC=C(C=C3)C(=O)NC(CCC(=O)O)C(=O)O. Drug 2: CCC1(C2=C(COC1=O)C(=O)N3CC4=CC5=C(C=CC(=C5CN(C)C)O)N=C4C3=C2)O.Cl. Cell line: SF-268. Synergy scores: CSS=50.6, Synergy_ZIP=-0.0126, Synergy_Bliss=-1.73, Synergy_Loewe=-4.62, Synergy_HSA=-3.40.